From a dataset of Forward reaction prediction with 1.9M reactions from USPTO patents (1976-2016). Predict the product of the given reaction. (1) Given the reactants [F:1][C:2]([F:26])([F:25])[C:3]1[CH:24]=[CH:23][CH:22]=[CH:21][C:4]=1[CH:5]([O:16][CH:17]1[CH2:20][NH:19][CH2:18]1)[C:6]1[CH:11]=[CH:10][C:9]([S:12]([CH3:15])(=[O:14])=[O:13])=[CH:8][CH:7]=1.[C:27]([N:31]=[C:32]=[O:33])([CH3:30])([CH3:29])[CH3:28], predict the reaction product. The product is: [F:26][C:2]([F:1])([F:25])[C:3]1[CH:24]=[CH:23][CH:22]=[CH:21][C:4]=1[CH:5]([O:16][CH:17]1[CH2:20][N:19]([C:32]([NH:31][C:27]([CH3:30])([CH3:29])[CH3:28])=[O:33])[CH2:18]1)[C:6]1[CH:11]=[CH:10][C:9]([S:12]([CH3:15])(=[O:14])=[O:13])=[CH:8][CH:7]=1. (2) Given the reactants C(=O)([O-])[O-].[K+].[K+].Br[CH:8]1[CH2:12][CH2:11][CH2:10][CH2:9]1.[Br:13][C:14]1[CH:19]=[CH:18][C:17]([OH:20])=[C:16]([Cl:21])[CH:15]=1.O, predict the reaction product. The product is: [Br:13][C:14]1[CH:19]=[CH:18][C:17]([O:20][CH:8]2[CH2:12][CH2:11][CH2:10][CH2:9]2)=[C:16]([Cl:21])[CH:15]=1. (3) Given the reactants Cl[C:2]1[N:3]=[C:4]([NH:21][C:22]2[C:27]([C:28]([NH2:30])=[O:29])=[C:26]([F:31])[C:25]([F:32])=[CH:24][CH:23]=2)[C:5]2[CH:10]=[CH:9][N:8]([S:11]([C:14]3[CH:19]=[CH:18][C:17]([CH3:20])=[CH:16][CH:15]=3)(=[O:13])=[O:12])[C:6]=2[N:7]=1.[CH3:33][N:34]([CH2:36][C:37]([N:39]1[C:47]2[C:42](=[CH:43][C:44]([O:49][CH3:50])=[C:45](N)[CH:46]=2)[CH2:41][CH2:40]1)=[O:38])[CH3:35].Cl.O1CCOCC1.[I-].[K+], predict the reaction product. The product is: [CH3:33][N:34]([CH3:35])[CH2:36][C:37]([N:39]1[C:47]2[C:42](=[CH:43][C:44]([O:49][CH3:50])=[C:45]([NH:3][C:2]3[N:30]4[C:4](=[N:21][C:22]5[C:27]([C:28]4=[O:29])=[C:26]([F:31])[C:25]([F:32])=[CH:24][CH:23]=5)[C:5]4[CH:10]=[CH:9][N:8]([S:11]([C:14]5[CH:19]=[CH:18][C:17]([CH3:20])=[CH:16][CH:15]=5)(=[O:13])=[O:12])[C:6]=4[N:7]=3)[CH:46]=2)[CH2:41][CH2:40]1)=[O:38]. (4) Given the reactants [CH2:1]([N:8]1[C:20]2[CH:19]=[C:18]([C:21]3[C:22]([CH3:27])=[N:23][O:24][C:25]=3[CH3:26])[CH:17]=[C:16]([C:28]([O:30]C)=[O:29])[C:15]=2[C:14]2[C:9]1=[CH:10][CH:11]=[C:12]([O:32][CH3:33])[CH:13]=2)[C:2]1[CH:7]=[CH:6][CH:5]=[CH:4][CH:3]=1.[OH-].[Na+], predict the reaction product. The product is: [CH2:1]([N:8]1[C:20]2[CH:19]=[C:18]([C:21]3[C:22]([CH3:27])=[N:23][O:24][C:25]=3[CH3:26])[CH:17]=[C:16]([C:28]([OH:30])=[O:29])[C:15]=2[C:14]2[C:9]1=[CH:10][CH:11]=[C:12]([O:32][CH3:33])[CH:13]=2)[C:2]1[CH:3]=[CH:4][CH:5]=[CH:6][CH:7]=1.